From a dataset of Reaction yield outcomes from USPTO patents with 853,638 reactions. Predict the reaction yield, written as a fraction of the theoretical maximum amount of product (1.0 means a 100% yield; for example, 0.34 means a 34% yield). (1) The reactants are Cl.[NH2:2][C:3]1[N:4]=[C:5]2[CH:10]=[CH:9][C:8]([O:11][C:12]3[CH:13]=[CH:14][C:15]([F:28])=[C:16]([NH:18][C:19]([C:21]4[N:25]([CH3:26])[N:24]=[C:23]([CH3:27])[CH:22]=4)=[O:20])[CH:17]=3)=[N:7][N:6]2[CH:29]=1.[C:30](Cl)(=[O:33])[CH2:31][CH3:32].O. The catalyst is CN(C)C(=O)C. The yield is 0.370. The product is [F:28][C:15]1[CH:14]=[CH:13][C:12]([O:11][C:8]2[CH:9]=[CH:10][C:5]3[N:6]([CH:29]=[C:3]([NH:2][C:30](=[O:33])[CH2:31][CH3:32])[N:4]=3)[N:7]=2)=[CH:17][C:16]=1[NH:18][C:19]([C:21]1[N:25]([CH3:26])[N:24]=[C:23]([CH3:27])[CH:22]=1)=[O:20]. (2) The reactants are [N+:1]([C:4]1[CH:5]=[N:6][CH:7]=[CH:8][C:9]=1[N:10]1[CH2:15][CH2:14][N:13]([C:16]([O:18][C:19]([CH3:22])([CH3:21])[CH3:20])=[O:17])[CH2:12][CH2:11]1)([O-])=O. The catalyst is CCO.O.[Pd]. The product is [NH2:1][C:4]1[CH:5]=[N:6][CH:7]=[CH:8][C:9]=1[N:10]1[CH2:15][CH2:14][N:13]([C:16]([O:18][C:19]([CH3:22])([CH3:21])[CH3:20])=[O:17])[CH2:12][CH2:11]1. The yield is 0.840. (3) The reactants are [CH3:1][C:2]1([CH3:45])[C:10]2[C:5](=[CH:6][CH:7]=[CH:8][CH:9]=2)[N:4]([CH:11]2[CH2:16][CH2:15][N:14]([C:17](=[O:43])[C@@H:18]([NH:27][C:28]([C@@H:30]3[CH2:35][CH2:34][CH2:33][N:32](C(OC(C)(C)C)=O)[CH2:31]3)=[O:29])[CH2:19][CH2:20][C:21]3[CH:26]=[CH:25][CH:24]=[CH:23][CH:22]=3)[CH2:13][CH2:12]2)[C:3]1=[O:44].FC(F)(F)C(O)=O. No catalyst specified. The product is [CH3:1][C:2]1([CH3:45])[C:10]2[C:5](=[CH:6][CH:7]=[CH:8][CH:9]=2)[N:4]([CH:11]2[CH2:12][CH2:13][N:14]([C:17](=[O:43])[C@@H:18]([NH:27][C:28]([C@@H:30]3[CH2:35][CH2:34][CH2:33][NH:32][CH2:31]3)=[O:29])[CH2:19][CH2:20][C:21]3[CH:22]=[CH:23][CH:24]=[CH:25][CH:26]=3)[CH2:15][CH2:16]2)[C:3]1=[O:44]. The yield is 0.830. (4) The reactants are C([O:4][CH2:5][C:6]([CH3:48])([CH3:47])[CH2:7][N:8]1[C:14]2[CH:15]=[CH:16][C:17]([Cl:19])=[CH:18][C:13]=2[C@@H:12]([C:20]2[CH:25]=[CH:24][CH:23]=[C:22]([O:26][CH3:27])[C:21]=2[O:28][CH3:29])[O:11][C@H:10]([CH2:30][C:31]([NH:33][C:34]2[CH:35]=[C:36]([CH:41]=[CH:42][C:43]=2[O:44][CH3:45])[C:37]([O:39]C)=[O:38])=[O:32])[C:9]1=[O:46])(=O)C.[OH-].[Na+].C(O)C. The catalyst is O. The product is [Cl:19][C:17]1[CH:16]=[CH:15][C:14]2[N:8]([CH2:7][C:6]([CH3:47])([CH3:48])[CH2:5][OH:4])[C:9](=[O:46])[C@@H:10]([CH2:30][C:31]([NH:33][C:34]3[CH:35]=[C:36]([CH:41]=[CH:42][C:43]=3[O:44][CH3:45])[C:37]([OH:39])=[O:38])=[O:32])[O:11][C@H:12]([C:20]3[CH:25]=[CH:24][CH:23]=[C:22]([O:26][CH3:27])[C:21]=3[O:28][CH3:29])[C:13]=2[CH:18]=1. The yield is 0.380. (5) The reactants are [Na+].[Cl:2][C:3]1[CH:11]=[CH:10][C:6]([C:7]([O-:9])=O)=[CH:5][C:4]=1[O:12][C:13]1[C:14]([NH:28][C:29]2[S:30][CH:31]=[C:32]([CH3:34])[N:33]=2)=[N:15][CH:16]=[C:17]([S:19][CH:20]([C:22]2[CH:27]=[CH:26][CH:25]=[CH:24][N:23]=2)[CH3:21])[CH:18]=1.C(Cl)(=O)OCC.[CH3:41][N:42]([CH3:46])[CH2:43][CH2:44][NH2:45].[OH-].[Na+].Cl. The catalyst is C(Cl)Cl.CCOCC. The product is [Cl:2][C:3]1[CH:11]=[CH:10][C:6]([C:7]([NH:45][CH2:44][CH2:43][N:42]([CH3:46])[CH3:41])=[O:9])=[CH:5][C:4]=1[O:12][C:13]1[C:14]([NH:28][C:29]2[S:30][CH:31]=[C:32]([CH3:34])[N:33]=2)=[N:15][CH:16]=[C:17]([S:19][CH:20]([C:22]2[CH:27]=[CH:26][CH:25]=[CH:24][N:23]=2)[CH3:21])[CH:18]=1. The yield is 0.148. (6) The reactants are C([O:4][CH2:5][C:6]([CH3:52])([CH3:51])[CH2:7][N:8]1[C:14]2[CH:15]=[CH:16][C:17]([Cl:19])=[CH:18][C:13]=2[C@@H:12]([C:20]2[CH:25]=[CH:24][CH:23]=[C:22]([O:26][CH3:27])[C:21]=2[O:28][CH3:29])[O:11][C@H:10]([CH2:30][C:31]([NH:33][C:34]2[CH:35]=[C:36]([O:47][CH2:48][CH3:49])[C:37]3[O:41][C:40]([C:42]([O:44]C)=[O:43])=[CH:39][C:38]=3[CH:46]=2)=[O:32])[C:9]1=[O:50])(=O)C.[OH-].[Na+].Cl. The catalyst is O1CCCC1.C(O)C. The product is [Cl:19][C:17]1[CH:16]=[CH:15][C:14]2[N:8]([CH2:7][C:6]([CH3:51])([CH3:52])[CH2:5][OH:4])[C:9](=[O:50])[C@@H:10]([CH2:30][C:31]([NH:33][C:34]3[CH:35]=[C:36]([O:47][CH2:48][CH3:49])[C:37]4[O:41][C:40]([C:42]([OH:44])=[O:43])=[CH:39][C:38]=4[CH:46]=3)=[O:32])[O:11][C@H:12]([C:20]3[CH:25]=[CH:24][CH:23]=[C:22]([O:26][CH3:27])[C:21]=3[O:28][CH3:29])[C:13]=2[CH:18]=1. The yield is 0.541. (7) The reactants are Br[C:2]1[CH:3]=[N:4][CH:5]=[CH:6][C:7]=1/[CH:8]=[C:9]1/[C:10](=[O:22])[C:11]2[C:16]([CH2:17]/1)=[CH:15][C:14]([O:18][CH3:19])=[C:13]([O:20][CH3:21])[CH:12]=2.[CH2:23]([O:25]C([Sn](CCCC)(CCCC)CCCC)=C)[CH3:24].Cl. The catalyst is C1(C)C=CC=CC=1.C1C=CC(/C=C/C(/C=C/C2C=CC=CC=2)=O)=CC=1.C1C=CC(/C=C/C(/C=C/C2C=CC=CC=2)=O)=CC=1.[Pd].C1C=CC(P(C2C=CC=CC=2)C2C=CC=CC=2)=CC=1. The product is [C:23]([C:2]1[CH:3]=[N:4][CH:5]=[CH:6][C:7]=1/[CH:8]=[C:9]1/[C:10](=[O:22])[C:11]2[C:16]([CH2:17]/1)=[CH:15][C:14]([O:18][CH3:19])=[C:13]([O:20][CH3:21])[CH:12]=2)(=[O:25])[CH3:24]. The yield is 0.810. (8) The reactants are [C:1]([C:5]1[CH:6]=[C:7]([NH2:20])[N:8]([C:10]2[CH:11]=[C:12]3[C:17](=[CH:18][CH:19]=2)[N:16]=[CH:15][CH:14]=[CH:13]3)[N:9]=1)([CH3:4])([CH3:3])[CH3:2].N1C=CC=CC=1.Cl[C:28]([O:30][CH2:31][C:32]([Cl:35])([Cl:34])[Cl:33])=[O:29].O. The catalyst is C(Cl)Cl.CN(C1C=CN=CC=1)C. The product is [C:1]([C:5]1[CH:6]=[C:7]([NH:20][C:28](=[O:29])[O:30][CH2:31][C:32]([Cl:35])([Cl:34])[Cl:33])[N:8]([C:10]2[CH:11]=[C:12]3[C:17](=[CH:18][CH:19]=2)[N:16]=[CH:15][CH:14]=[CH:13]3)[N:9]=1)([CH3:4])([CH3:2])[CH3:3]. The yield is 0.620. (9) The reactants are [C:1]([O:5][C@@H:6]([C:12]1[C:13]([CH3:34])=[N:14][C:15]2[N:16]([N:26]=[C:27]([C:29]([O:31]CC)=[O:30])[CH:28]=2)[C:17]=1[N:18]1[CH2:23][CH2:22][C:21]([CH3:25])([CH3:24])[CH2:20][CH2:19]1)[C:7]([O:9][CH2:10][CH3:11])=[O:8])([CH3:4])([CH3:3])[CH3:2].[OH-].[Na+]. The catalyst is CCO. The product is [C:1]([O:5][C@@H:6]([C:12]1[C:13]([CH3:34])=[N:14][C:15]2[N:16]([N:26]=[C:27]([C:29]([OH:31])=[O:30])[CH:28]=2)[C:17]=1[N:18]1[CH2:23][CH2:22][C:21]([CH3:25])([CH3:24])[CH2:20][CH2:19]1)[C:7]([O:9][CH2:10][CH3:11])=[O:8])([CH3:2])([CH3:3])[CH3:4]. The yield is 0.870.